From a dataset of NCI-60 drug combinations with 297,098 pairs across 59 cell lines. Regression. Given two drug SMILES strings and cell line genomic features, predict the synergy score measuring deviation from expected non-interaction effect. (1) Drug 1: CC1OCC2C(O1)C(C(C(O2)OC3C4COC(=O)C4C(C5=CC6=C(C=C35)OCO6)C7=CC(=C(C(=C7)OC)O)OC)O)O. Drug 2: C1=CC=C(C(=C1)C(C2=CC=C(C=C2)Cl)C(Cl)Cl)Cl. Cell line: HOP-92. Synergy scores: CSS=30.5, Synergy_ZIP=-3.95, Synergy_Bliss=-1.43, Synergy_Loewe=-24.2, Synergy_HSA=-1.07. (2) Drug 1: C1C(C(OC1N2C=NC3=C(N=C(N=C32)Cl)N)CO)O. Drug 2: C(=O)(N)NO. Cell line: MALME-3M. Synergy scores: CSS=6.71, Synergy_ZIP=-7.85, Synergy_Bliss=-4.43, Synergy_Loewe=-30.2, Synergy_HSA=-7.30. (3) Drug 1: C1C(C(OC1N2C=C(C(=O)NC2=O)F)CO)O. Drug 2: CCC1(CC2CC(C3=C(CCN(C2)C1)C4=CC=CC=C4N3)(C5=C(C=C6C(=C5)C78CCN9C7C(C=CC9)(C(C(C8N6C)(C(=O)OC)O)OC(=O)C)CC)OC)C(=O)OC)O.OS(=O)(=O)O. Cell line: HOP-62. Synergy scores: CSS=12.5, Synergy_ZIP=-4.89, Synergy_Bliss=-5.90, Synergy_Loewe=-13.3, Synergy_HSA=-7.82. (4) Drug 1: C1C(C(OC1N2C=C(C(=O)NC2=O)F)CO)O. Drug 2: CC1C(C(CC(O1)OC2CC(OC(C2O)C)OC3=CC4=CC5=C(C(=O)C(C(C5)C(C(=O)C(C(C)O)O)OC)OC6CC(C(C(O6)C)O)OC7CC(C(C(O7)C)O)OC8CC(C(C(O8)C)O)(C)O)C(=C4C(=C3C)O)O)O)O. Synergy scores: CSS=67.9, Synergy_ZIP=1.22, Synergy_Bliss=0.699, Synergy_Loewe=-1.95, Synergy_HSA=-0.105. Cell line: SF-539.